Dataset: Catalyst prediction with 721,799 reactions and 888 catalyst types from USPTO. Task: Predict which catalyst facilitates the given reaction. (1) Reactant: Br[C:2]1[CH:3]=[C:4]2[C:9](=[CH:10][CH:11]=1)[N:8]=[C:7]([C:12]1[CH:17]=[CH:16][CH:15]=[CH:14][C:13]=1[OH:18])[N:6]=[C:5]2[NH:19][C@H:20]1[CH2:24][CH2:23][N:22]([C:25]([O:27][C:28]([CH3:31])([CH3:30])[CH3:29])=[O:26])[CH2:21]1.[CH2:32]([OH:35])[C:33]#[CH:34].C(N(CC)CC)C. Product: [OH:18][C:13]1[CH:14]=[CH:15][CH:16]=[CH:17][C:12]=1[C:7]1[N:6]=[C:5]([NH:19][C@H:20]2[CH2:24][CH2:23][N:22]([C:25]([O:27][C:28]([CH3:30])([CH3:31])[CH3:29])=[O:26])[CH2:21]2)[C:4]2[C:9](=[CH:10][CH:11]=[C:2]([C:34]#[C:33][CH2:32][OH:35])[CH:3]=2)[N:8]=1. The catalyst class is: 176. (2) Reactant: [CH2:1]([O:3][CH2:4][CH2:5][CH2:6][NH:7][C:8]1[CH:13]=[CH:12][C:11]([N+:14]([O-])=O)=[CH:10][C:9]=1[F:17])[CH3:2]. Product: [CH2:1]([O:3][CH2:4][CH2:5][CH2:6][NH:7][C:8]1[CH:13]=[CH:12][C:11]([NH2:14])=[CH:10][C:9]=1[F:17])[CH3:2]. The catalyst class is: 19. (3) Reactant: [N:1]1([C:8]2[CH:9]=[CH:10][C:11]([N+:17]([O-:19])=[O:18])=[C:12]([CH:16]=2)[C:13]([OH:15])=[O:14])[CH2:7][CH2:6][CH2:5][NH:4][CH2:3][CH2:2]1.O1CCOCC1.[CH3:26][C:27]([O:30][C:31](O[C:31]([O:30][C:27]([CH3:29])([CH3:28])[CH3:26])=[O:32])=[O:32])([CH3:29])[CH3:28]. Product: [C:27]([O:30][C:31]([N:4]1[CH2:5][CH2:6][CH2:7][N:1]([C:8]2[CH:9]=[CH:10][C:11]([N+:17]([O-:19])=[O:18])=[C:12]([C:13]([OH:15])=[O:14])[CH:16]=2)[CH2:2][CH2:3]1)=[O:32])([CH3:29])([CH3:28])[CH3:26]. The catalyst class is: 74. (4) Reactant: [C:1]([O:5][C:6]([N:8]1[C@H:13]([C:14]([OH:16])=O)[CH2:12][C@@H:11]2[C@H:9]1[CH2:10]2)=[O:7])([CH3:4])([CH3:3])[CH3:2].[CH:17]1([NH2:23])[CH2:22][CH2:21][CH2:20][CH2:19][CH2:18]1.CN(C(ON1N=NC2C=CC=CC1=2)=[N+](C)C)C.F[P-](F)(F)(F)(F)F.CCN(C(C)C)C(C)C. Product: [C:1]([O:5][C:6]([N:8]1[C@H:13]([C:14](=[O:16])[NH:23][CH:17]2[CH2:22][CH2:21][CH2:20][CH2:19][CH2:18]2)[CH2:12][C@@H:11]2[C@H:9]1[CH2:10]2)=[O:7])([CH3:2])([CH3:3])[CH3:4]. The catalyst class is: 2.